This data is from Full USPTO retrosynthesis dataset with 1.9M reactions from patents (1976-2016). The task is: Predict the reactants needed to synthesize the given product. (1) Given the product [Br:19][CH2:2][C:1]([C:4]1[CH:14]=[CH:13][C:7]([C:8]([O:10][CH2:11][CH3:12])=[O:9])=[CH:6][CH:5]=1)=[O:3], predict the reactants needed to synthesize it. The reactants are: [C:1]([C:4]1[CH:14]=[CH:13][C:7]([C:8]([O:10][CH2:11][CH3:12])=[O:9])=[CH:6][CH:5]=1)(=[O:3])[CH3:2].[Al+3].[Cl-].[Cl-].[Cl-].[Br:19]Br.C([O-])(O)=O.[Na+]. (2) Given the product [CH2:23]([N:4]([CH2:1][CH3:2])[C:5]1[CH:14]=[C:9]([C:10]([O:12][CH3:13])=[O:11])[CH:8]=[C:7]([CH:6]=1)[C:15]([O:17][CH3:18])=[O:16])[CH3:24], predict the reactants needed to synthesize it. The reactants are: [CH:1](=O)[CH3:2].[NH2:4][C:5]1[CH:6]=[C:7]([C:15]([O:17][CH3:18])=[O:16])[CH:8]=[C:9]([CH:14]=1)[C:10]([O:12][CH3:13])=[O:11].[BH3-]C#N.[Na+].[CH3:23][C:24](O)=O. (3) The reactants are: Br[C:2]1[CH:7]=[CH:6][C:5]([C:8]([N:10]2[CH2:15][CH2:14][N:13]([C:16]3[C:21]([CH3:22])=[CH:20][C:19]([CH3:23])=[CH:18][N:17]=3)[CH2:12][CH2:11]2)=[O:9])=[C:4]([F:24])[CH:3]=1.[CH3:25][C:26]1([CH3:32])[O:30][C:29](=[O:31])[NH:28][CH2:27]1. Given the product [CH3:22][C:21]1[C:16]([N:13]2[CH2:14][CH2:15][N:10]([C:8]([C:5]3[CH:6]=[CH:7][C:2]([N:28]4[CH2:27][C:26]([CH3:32])([CH3:25])[O:30][C:29]4=[O:31])=[CH:3][C:4]=3[F:24])=[O:9])[CH2:11][CH2:12]2)=[N:17][CH:18]=[C:19]([CH3:23])[CH:20]=1, predict the reactants needed to synthesize it. (4) Given the product [C:25]([C:23]1[C:22]([O:29][CH3:30])=[CH:21][C:16]([C:17]([NH:19][CH3:20])=[O:18])=[C:15]([C:14]2[C:9](=[O:8])[NH:10][CH:11]=[CH:12][CH:13]=2)[CH:24]=1)([CH3:28])([CH3:26])[CH3:27], predict the reactants needed to synthesize it. The reactants are: C([O:8][C:9]1[C:14]([C:15]2[CH:24]=[C:23]([C:25]([CH3:28])([CH3:27])[CH3:26])[C:22]([O:29][CH3:30])=[CH:21][C:16]=2[C:17]([NH:19][CH3:20])=[O:18])=[CH:13][CH:12]=[CH:11][N:10]=1)C1C=CC=CC=1. (5) Given the product [CH2:22]([C:21]1[N:40]2[N:41]=[CH:42][N:43]=[C:39]2[N:38]([CH:35]2[CH2:34][CH2:33][C:32]3([O:28][CH2:29][CH2:30][O:31]3)[CH2:37][CH2:36]2)[C:17](=[O:18])[C:16]=1[CH2:15][C:12]1[CH:13]=[CH:14][C:9]([C:4]2[C:3]([C:1]#[N:2])=[CH:8][CH:7]=[CH:6][CH:5]=2)=[CH:10][C:11]=1[F:27])[CH2:23][CH2:24][CH3:25], predict the reactants needed to synthesize it. The reactants are: [C:1]([C:3]1[CH:8]=[CH:7][CH:6]=[CH:5][C:4]=1[C:9]1[CH:14]=[CH:13][C:12]([CH2:15][CH:16]([C:21](=O)[CH2:22][CH2:23][CH2:24][CH3:25])[C:17](OC)=[O:18])=[C:11]([F:27])[CH:10]=1)#[N:2].[O:28]1[C:32]2([CH2:37][CH2:36][CH:35]([NH:38][C:39]3[NH:43][CH:42]=[N:41][N:40]=3)[CH2:34][CH2:33]2)[O:31][CH2:30][CH2:29]1.N12CCCN=C1CCCCC2.C(N(CC)C1C=CC=CC=1)C. (6) Given the product [Cl:31][C:32]1[CH:37]=[CH:36][C:35]([CH2:38][CH2:39][NH:40][C:8]([C:3]2[C:2]([OH:1])=[CH:7][CH:6]=[CH:5][N:4]=2)=[O:10])=[CH:34][CH:33]=1, predict the reactants needed to synthesize it. The reactants are: [OH:1][C:2]1[C:3]([C:8]([OH:10])=O)=[N:4][CH:5]=[CH:6][CH:7]=1.C(Cl)(Cl)=O.C1(C)C=CC=CC=1.C(N(C(C)C)CC)(C)C.[Cl:31][C:32]1[CH:37]=[CH:36][C:35]([CH2:38][CH2:39][NH2:40])=[CH:34][CH:33]=1. (7) The reactants are: [CH3:1][N:2]([CH3:18])[CH2:3][CH2:4][O:5][C:6]1[CH:11]=[CH:10][C:9]([CH2:12][CH2:13][C:14](OC)=[O:15])=[CH:8][CH:7]=1.[Li+].[BH4-]. Given the product [CH3:18][N:2]([CH3:1])[CH2:3][CH2:4][O:5][C:6]1[CH:11]=[CH:10][C:9]([CH2:12][CH2:13][CH2:14][OH:15])=[CH:8][CH:7]=1, predict the reactants needed to synthesize it.